The task is: Predict the reactants needed to synthesize the given product.. This data is from Full USPTO retrosynthesis dataset with 1.9M reactions from patents (1976-2016). (1) Given the product [C:1]([CH2:4][N:5]([S:26]([CH2:29][CH2:30][CH3:31])(=[O:28])=[O:27])[C:6]1[CH:7]=[C:8]([CH:22]=[C:23]([Cl:25])[CH:24]=1)[C:9]([NH:11][CH2:12][C:13]1[CH:18]=[CH:17][C:16]([C:19]#[N:20])=[CH:15][C:14]=1[O:21][CH2:39][C:40](=[O:41])[NH:42][CH3:43])=[O:10])(=[O:3])[NH2:2], predict the reactants needed to synthesize it. The reactants are: [C:1]([CH2:4][N:5]([S:26]([CH2:29][CH2:30][CH3:31])(=[O:28])=[O:27])[C:6]1[CH:7]=[C:8]([CH:22]=[C:23]([Cl:25])[CH:24]=1)[C:9]([NH:11][CH2:12][C:13]1[CH:18]=[CH:17][C:16]([C:19]#[N:20])=[CH:15][C:14]=1[OH:21])=[O:10])(=[O:3])[NH2:2].C(=O)([O-])[O-].[Cs+].[Cs+].Cl[CH2:39][C:40]([NH:42][CH3:43])=[O:41].[I-].[K+]. (2) Given the product [C:39]1([C:29]2[N:28]=[C:27]([O:26][CH:11]3[CH2:10][CH:9]4[CH:13]([C:14](=[O:25])[N:15]([CH3:24])[CH2:16][CH2:17][CH2:18][CH2:19][CH:20]=[CH:21][CH:22]5[C:6]([C:4]([OH:5])=[O:3])([NH:7][C:8]4=[O:45])[CH2:23]5)[CH2:12]3)[CH:32]=[C:31]([C:33]3[CH:38]=[CH:37][CH:36]=[CH:35][CH:34]=3)[N:30]=2)[CH:40]=[CH:41][CH:42]=[CH:43][CH:44]=1, predict the reactants needed to synthesize it. The reactants are: C([O:3][C:4]([C:6]12[CH2:23][CH:22]1[CH:21]=[CH:20][CH2:19][CH2:18][CH2:17][CH2:16][N:15]([CH3:24])[C:14](=[O:25])[CH:13]1[CH:9]([CH2:10][CH:11]([O:26][C:27]3[CH:32]=[C:31]([C:33]4[CH:38]=[CH:37][CH:36]=[CH:35][CH:34]=4)[N:30]=[C:29]([C:39]4[CH:44]=[CH:43][CH:42]=[CH:41][CH:40]=4)[N:28]=3)[CH2:12]1)[C:8](=[O:45])[NH:7]2)=[O:5])C.[Li+].[OH-]. (3) Given the product [F:2][C:3]1[CH:19]=[CH:18][C:6]([O:7][C:8]2[CH:13]=[CH:12][C:11]([S:14]([Cl:22])(=[O:16])=[O:15])=[CH:10][CH:9]=2)=[CH:5][CH:4]=1, predict the reactants needed to synthesize it. The reactants are: [Na+].[F:2][C:3]1[CH:19]=[CH:18][C:6]([O:7][C:8]2[CH:13]=[CH:12][C:11]([S:14]([O-])(=[O:16])=[O:15])=[CH:10][CH:9]=2)=[CH:5][CH:4]=1.S(Cl)([Cl:22])=O.CN(C)C=O. (4) Given the product [Br:1][C:2]1[CH:3]=[C:4]2[C:12](=[C:13]([C:15](=[O:17])[NH2:16])[CH:14]=1)[NH:11][C:10]1[CH:9]=[C:8]([NH:23][C:26](=[O:29])[O:51][C:48]([CH3:50])([CH3:49])[CH3:47])[CH:7]=[CH:6][C:5]2=1, predict the reactants needed to synthesize it. The reactants are: [Br:1][C:2]1[CH:3]=[C:4]2[C:12](=[C:13]([C:15](=[O:17])[NH2:16])[CH:14]=1)[NH:11][C:10]1[CH:9]=[C:8](C(O)=O)[CH:7]=[CH:6][C:5]2=1.CC[N:23]([CH2:26]C)CC.P(N=[N+]=[N-])(=O)(OC1C=CC=CC=1)[O:29]C1C=CC=CC=1.[CH3:47][C:48]([OH:51])([CH3:50])[CH3:49]. (5) Given the product [NH2:59][C:65]([C:66]1[C:11](=[O:12])[NH:16][C:17]2[N:18]=[C:19]([C:38]3[C:43]([O:44][CH2:45][C:46]4[CH:51]=[CH:50][C:49]([O:52][CH3:53])=[CH:48][CH:47]=4)=[CH:42][CH:41]=[CH:40][C:39]=3[O:54][CH2:55][CH:56]3[CH2:57][CH2:58]3)[CH:20]=[C:21]([CH:25]3[CH2:26][CH2:27][N:28]([C:31]([O:33][C:34]([CH3:35])([CH3:37])[CH3:36])=[O:32])[CH2:29][CH2:30]3)[C:22]=2[CH:23]=1)=[O:67], predict the reactants needed to synthesize it. The reactants are: C(C1CC([CH:11]=[O:12])CCN1C(O)=O)(C)(C)C.[NH2:16][C:17]1[C:22]([CH:23]=O)=[C:21]([CH:25]2[CH2:30][CH2:29][N:28]([C:31]([O:33][C:34]([CH3:37])([CH3:36])[CH3:35])=[O:32])[CH2:27][CH2:26]2)[CH:20]=[C:19]([C:38]2[C:43]([O:44][CH2:45][C:46]3[CH:51]=[CH:50][C:49]([O:52][CH3:53])=[CH:48][CH:47]=3)=[CH:42][CH:41]=[CH:40][C:39]=2[O:54][CH2:55][CH:56]2[CH2:58][CH2:57]2)[N:18]=1.[NH:59]1CCCCC1.[CH2:65]([OH:67])[CH3:66]. (6) Given the product [Cl:9][C:10]1[CH:11]=[C:12]([C:16]2[C:17]3[N:26]([CH2:27][C@H:28]4[CH2:33][CH2:32][C@H:31]([CH3:34])[CH2:30][CH2:29]4)[CH:25]=[CH:24][C:18]=3[N:19]=[C:20]([C:22](=[N:1][OH:2])[NH2:23])[N:21]=2)[CH:13]=[CH:14][CH:15]=1, predict the reactants needed to synthesize it. The reactants are: [NH2:1][OH:2].Cl.C([O-])(O)=O.[Na+].[Cl:9][C:10]1[CH:11]=[C:12]([C:16]2[C:17]3[N:26]([CH2:27][C@H:28]4[CH2:33][CH2:32][C@H:31]([CH3:34])[CH2:30][CH2:29]4)[CH:25]=[CH:24][C:18]=3[N:19]=[C:20]([C:22]#[N:23])[N:21]=2)[CH:13]=[CH:14][CH:15]=1.